This data is from Tyrosyl-DNA phosphodiesterase HTS with 341,365 compounds. The task is: Binary Classification. Given a drug SMILES string, predict its activity (active/inactive) in a high-throughput screening assay against a specified biological target. (1) The drug is O(C(C)C)c1ccc(C(=O)NCCNC(=O)c2occc2)cc1. The result is 0 (inactive). (2) The molecule is Fc1cc(C(=O)N2CCCC2)c(cc1F)C. The result is 0 (inactive).